This data is from Reaction yield outcomes from USPTO patents with 853,638 reactions. The task is: Predict the reaction yield, written as a fraction of the theoretical maximum amount of product (1.0 means a 100% yield; for example, 0.34 means a 34% yield). (1) The reactants are C1(O[C:8](=[O:41])[NH:9][C:10]2[CH:15]=[C:14]([O:16][C:17]3[CH:22]=[CH:21][C:20]([NH:23][C:24]([C:26]4[C:27](=[O:39])[N:28]([C:33]5[CH:38]=[CH:37][CH:36]=[CH:35][CH:34]=5)[N:29]([CH3:32])[C:30]=4[CH3:31])=[O:25])=[CH:19][C:18]=3[F:40])[CH:13]=[CH:12][N:11]=2)C=CC=CC=1.[CH3:42][NH:43][CH2:44][CH3:45]. The catalyst is CN1C(=O)CCC1. The product is [CH2:44]([N:43]([CH3:42])[C:8](=[O:41])[NH:9][C:10]1[CH:15]=[C:14]([O:16][C:17]2[CH:22]=[CH:21][C:20]([NH:23][C:24]([C:26]3[C:27](=[O:39])[N:28]([C:33]4[CH:38]=[CH:37][CH:36]=[CH:35][CH:34]=4)[N:29]([CH3:32])[C:30]=3[CH3:31])=[O:25])=[CH:19][C:18]=2[F:40])[CH:13]=[CH:12][N:11]=1)[CH3:45]. The yield is 0.620. (2) The reactants are [OH:1][C:2]1[CH:9]=[C:8]([O:10][CH2:11][CH2:12][CH2:13][OH:14])[CH:7]=[CH:6][C:3]=1[CH:4]=[O:5].C(=O)([O-])[O-].[K+].[K+].[CH3:21][O:22][CH2:23]Cl.O. The catalyst is CC(C)=O. The yield is 0.550. The product is [OH:14][CH2:13][CH2:12][CH2:11][O:10][C:8]1[CH:7]=[CH:6][C:3]([CH:4]=[O:5])=[C:2]([O:1][CH2:21][O:22][CH3:23])[CH:9]=1. (3) The reactants are C1(P(C2C=CC=CC=2)C2C=CC=CC=2)C=CC=CC=1.[N:20]([CH2:23][C:24]1[CH:29]=[CH:28][C:27]([C:30]2([C:33]([F:36])([F:35])[F:34])[N:32]=[N:31]2)=[CH:26][CH:25]=1)=[N+]=[N-]. The catalyst is C1COCC1. The product is [F:36][C:33]([F:34])([F:35])[C:30]1([C:27]2[CH:26]=[CH:25][C:24]([CH2:23][NH2:20])=[CH:29][CH:28]=2)[N:31]=[N:32]1. The yield is 0.800. (4) The reactants are [CH3:1][O:2][C:3]([C:5]1[C:6]([CH3:12])=[N+:7]([O-])[CH:8]=[CH:9][N:10]=1)=[O:4].P(Cl)(Cl)([Cl:15])=O. The catalyst is CN(C=O)C. The product is [Cl:15][C:8]1[N:7]=[C:6]([CH3:12])[C:5]([C:3]([O:2][CH3:1])=[O:4])=[N:10][CH:9]=1. The yield is 0.220. (5) The reactants are [H-].[Na+].[F:3][C:4]([F:11])([F:10])[C:5]([O:7]CC)=O.[C:12]([C:15]1[CH:28]=[CH:27][C:26]2[C:25]3[C:20](=[CH:21][CH:22]=[CH:23][CH:24]=3)[CH:19]=[CH:18][C:17]=2[CH:16]=1)(=[O:14])[CH3:13]. The catalyst is O1CCCC1. The product is [F:11][C:4]([F:3])([F:10])[C:5](=[O:7])[CH:13]=[C:12]([OH:14])[C:15]1[CH:28]=[CH:27][C:26]2[C:25]3[C:20](=[CH:21][CH:22]=[CH:23][CH:24]=3)[CH:19]=[CH:18][C:17]=2[CH:16]=1. The yield is 0.900. (6) The reactants are [Cl:1][C:2]1[C:7]2[N:8]=[C:9]([NH2:11])[S:10][C:6]=2[CH:5]=[CH:4][CH:3]=1.[C:12](N1C=CN=C1)([N:14]1[CH:18]=[CH:17][N:16]=[CH:15]1)=[S:13]. The catalyst is C(#N)C. The product is [Cl:1][C:2]1[C:7]2[N:8]=[C:9]([NH:11][C:12]([N:14]3[CH:18]=[CH:17][N:16]=[CH:15]3)=[S:13])[S:10][C:6]=2[CH:5]=[CH:4][CH:3]=1. The yield is 0.185. (7) The reactants are C1C=CC2N(O)N=NC=2C=1.CCN(C(C)C)C(C)C.Cl.[C:21]1([C:27]2[NH:31][N:30]=[C:29]([C:32]([OH:34])=O)[CH:28]=2)[CH:26]=[CH:25][CH:24]=[CH:23][CH:22]=1.CCN=C=NCCCN(C)C.Cl.Cl.[NH2:48][CH2:49][C:50]([N:52]1[CH2:57][CH2:56][N:55]([C:58](=[O:68])[C:59]2[CH:64]=[C:63]([O:65][CH3:66])[CH:62]=[CH:61][C:60]=2[Br:67])[CH2:54][CH2:53]1)=[O:51]. The catalyst is CN(C=O)C.O. The product is [Br:67][C:60]1[CH:61]=[CH:62][C:63]([O:65][CH3:66])=[CH:64][C:59]=1[C:58]([N:55]1[CH2:54][CH2:53][N:52]([C:50](=[O:51])[CH2:49][NH:48][C:32]([C:29]2[CH:28]=[C:27]([C:21]3[CH:22]=[CH:23][CH:24]=[CH:25][CH:26]=3)[NH:31][N:30]=2)=[O:34])[CH2:57][CH2:56]1)=[O:68]. The yield is 0.590. (8) The reactants are Cl[C:2]1[C:11]2[CH2:10][N:9]([C@H:12]([C:23]([CH3:26])([CH3:25])[CH3:24])[C:13]([O:15]CC3C=CC=CC=3)=[O:14])[C:8](=[O:27])[C:7]3=[CH:28][N:29]([S:30]([C:33]4[CH:39]=[CH:38][C:36]([CH3:37])=[CH:35][CH:34]=4)(=[O:32])=[O:31])[C:5]([C:6]=23)=[N:4][CH:3]=1.[CH3:40][Al](C)C. The catalyst is C1C=CC([P]([Pd]([P](C2C=CC=CC=2)(C2C=CC=CC=2)C2C=CC=CC=2)([P](C2C=CC=CC=2)(C2C=CC=CC=2)C2C=CC=CC=2)[P](C2C=CC=CC=2)(C2C=CC=CC=2)C2C=CC=CC=2)(C2C=CC=CC=2)C2C=CC=CC=2)=CC=1.O1CCOCC1. The product is [CH3:25][C:23]([CH3:24])([CH3:26])[C@@H:12]([N:9]1[C:8](=[O:27])[C:7]2=[CH:28][N:29]([S:30]([C:33]3[CH:39]=[CH:38][C:36]([CH3:37])=[CH:35][CH:34]=3)(=[O:31])=[O:32])[C:5]3[C:6]2=[C:11]([C:2]([CH3:40])=[CH:3][N:4]=3)[CH2:10]1)[C:13]([OH:15])=[O:14]. The yield is 0.440. (9) The reactants are [C:1]([C:3]1[CH:15]=[CH:14][C:6]([C:7]([N:9]([CH2:12][CH3:13])[CH2:10][CH3:11])=[O:8])=[CH:5][CH:4]=1)#[N:2].[C:16](OC)(=[O:24])[C:17]1[C:18](=[CH:20][CH:21]=[CH:22][CH:23]=1)[SH:19].C(N(CC)CC)C.C1(C)C=CC=CC=1. The catalyst is C(OCC)(=O)C. The product is [CH2:12]([N:9]([CH2:10][CH3:11])[C:7](=[O:8])[C:6]1[CH:14]=[CH:15][C:3]([C:1]2[S:19][C:18]3[CH:20]=[CH:21][CH:22]=[CH:23][C:17]=3[C:16](=[O:24])[N:2]=2)=[CH:4][CH:5]=1)[CH3:13]. The yield is 0.300.